This data is from Forward reaction prediction with 1.9M reactions from USPTO patents (1976-2016). The task is: Predict the product of the given reaction. (1) Given the reactants [CH:1]([C:3]1[CH:4]=[CH:5][C:6]([O:12][CH3:13])=[C:7](B(O)O)[CH:8]=1)=[O:2].[CH3:14][C:15]1[O:16][C:17]2[CH:23]=[CH:22][C:21](Br)=[CH:20][C:18]=2[N:19]=1.C([O-])([O-])=O.[K+].[K+], predict the reaction product. The product is: [CH3:13][O:12][C:6]1[CH:5]=[CH:4][C:3]([CH:1]=[O:2])=[CH:8][C:7]=1[C:21]1[CH:22]=[CH:23][C:17]2[O:16][C:15]([CH3:14])=[N:19][C:18]=2[CH:20]=1. (2) Given the reactants [Br:1][C:2]1[CH:9]=[C:8]([N:10]([CH:12]([CH3:15])[CH2:13]O)[CH3:11])[C:7]([N+:16]([O-:18])=[O:17])=[CH:6][C:3]=1[C:4]#[N:5].N1C=CC=CC=1.S(Cl)([Cl:27])=O, predict the reaction product. The product is: [Br:1][C:2]1[CH:9]=[C:8]([N:10]([CH:12]([CH3:15])[CH2:13][Cl:27])[CH3:11])[C:7]([N+:16]([O-:18])=[O:17])=[CH:6][C:3]=1[C:4]#[N:5]. (3) The product is: [NH2:58][C:2]1[CH:15]=[C:14]2[C:5]([O:6][CH:7]3[CH:12]([C:13]42[CH2:19][O:18][C:17]([NH:20][C:21](=[O:27])[O:22][C:23]([CH3:26])([CH3:25])[CH3:24])=[N:16]4)[CH2:11][CH2:10][CH2:9][CH2:8]3)=[CH:4][CH:3]=1. Given the reactants Br[C:2]1[CH:15]=[C:14]2[C:5]([O:6][CH:7]3[CH:12]([C:13]42[CH2:19][O:18][C:17]([NH:20][C:21](=[O:27])[O:22][C:23]([CH3:26])([CH3:25])[CH3:24])=[N:16]4)[CH2:11][CH2:10][CH2:9][CH2:8]3)=[CH:4][CH:3]=1.C1(C2C=CC=CC=2)C=CC=CC=1P(C1CCCCC1)C1CCCCC1.[Li+].C[Si]([N-:58][Si](C)(C)C)(C)C.C(=O)([O-])[O-].[K+].[K+], predict the reaction product. (4) Given the reactants F[P-](F)(F)(F)(F)F.CN(C(ON1C2=NC=CC=C2N=N1)=[N+](C)C)C.C(N(CC)C(C)C)(C)C.[C:34]([O:38][C:39]([NH:41][CH2:42][C@H:43]1[CH2:48][CH2:47][C@H:46]([C:49]([NH:51][C@H:52]([C:72](=[O:85])[NH:73][C:74]2[CH:79]=[CH:78][C:77]([C:80]3[N:81]=[N:82][NH:83][N:84]=3)=[CH:76][CH:75]=2)[CH2:53][C:54]2[CH:55]=[CH:56][C:57]([O:70][CH3:71])=[C:58]([C:60]3[CH:65]=[CH:64][C:63]([C:66](O)=[O:67])=[CH:62][C:61]=3[CH3:69])[CH:59]=2)=[O:50])[CH2:45][CH2:44]1)=[O:40])([CH3:37])([CH3:36])[CH3:35].[NH2:86][CH2:87][CH2:88][NH:89][C:90](=[O:96])[O:91][C:92]([CH3:95])([CH3:94])[CH3:93], predict the reaction product. The product is: [C:92]([O:91][C:90]([NH:89][CH2:88][CH2:87][NH:86][C:66]([C:63]1[CH:64]=[CH:65][C:60]([C:58]2[C:57]([O:70][CH3:71])=[CH:56][CH:55]=[C:54]([CH2:53][C@H:52]([NH:51][C:49]([C@H:46]3[CH2:45][CH2:44][C@H:43]([CH2:42][NH:41][C:39](=[O:40])[O:38][C:34]([CH3:35])([CH3:36])[CH3:37])[CH2:48][CH2:47]3)=[O:50])[C:72](=[O:85])[NH:73][C:74]3[CH:75]=[CH:76][C:77]([C:80]4[N:81]=[N:82][NH:83][N:84]=4)=[CH:78][CH:79]=3)[CH:59]=2)=[C:61]([CH3:69])[CH:62]=1)=[O:67])=[O:96])([CH3:93])([CH3:95])[CH3:94]. (5) Given the reactants [Cl:1][C:2]1[CH:3]=[C:4]([CH:41]=[CH:42][C:43]=1[Cl:44])[C:5]([NH:7][C:8]1[CH:9]=[N:10][C:11]([NH:14][C:15]2[CH:20]=[CH:19][C:18]([CH2:21][CH2:22][C:23](=[O:40])[N:24]3[CH2:29][CH2:28][N:27]([CH2:30][C:31]4[CH:39]=[CH:38][C:37]5[O:36][CH2:35][O:34][C:33]=5[CH:32]=4)[CH2:26][CH2:25]3)=[CH:17][CH:16]=2)=[CH:12][CH:13]=1)=[O:6].C(N(CC)CC)C.[C:52](Cl)(=[O:59])[C:53]1[CH:58]=[CH:57][CH:56]=[CH:55][CH:54]=1.O.O.[C:63]([OH:68])(=[O:67])[C:64]([OH:66])=[O:65], predict the reaction product. The product is: [C:63]([OH:68])(=[O:67])[C:64]([OH:66])=[O:65].[C:52]([N:14]([C:15]1[CH:20]=[CH:19][C:18]([CH2:21][CH2:22][C:23](=[O:40])[N:24]2[CH2:25][CH2:26][N:27]([CH2:30][C:31]3[CH:39]=[CH:38][C:37]4[O:36][CH2:35][O:34][C:33]=4[CH:32]=3)[CH2:28][CH2:29]2)=[CH:17][CH:16]=1)[C:11]1[N:10]=[CH:9][C:8]([NH:7][C:5](=[O:6])[C:4]2[CH:41]=[CH:42][C:43]([Cl:44])=[C:2]([Cl:1])[CH:3]=2)=[CH:13][CH:12]=1)(=[O:59])[C:53]1[CH:58]=[CH:57][CH:56]=[CH:55][CH:54]=1. (6) Given the reactants [CH3:1][O:2][C:3]([CH:5]1[CH2:7][CH:6]1[C:8]1[CH:13]=[CH:12][C:11]([SH:14])=[CH:10][CH:9]=1)=[O:4].ClC[C:17]1[S:21][C:20]([C:22]2[CH:27]=[CH:26][C:25]([C:28](F)(F)F)=[CH:24][CH:23]=2)=[N:19][C:18]=1[CH3:32].C([O-])([O-])=O.[Cs+].[Cs+].CCOCC, predict the reaction product. The product is: [CH3:1][O:2][C:3]([CH:5]1[CH2:7][CH:6]1[C:8]1[CH:9]=[CH:10][C:11]([S:14][C:17]2[S:21][C:20]([C:22]3[CH:27]=[CH:26][C:25]([CH3:28])=[CH:24][CH:23]=3)=[N:19][C:18]=2[CH3:32])=[CH:12][CH:13]=1)=[O:4]. (7) Given the reactants [CH3:1][O:2][C:3]1[CH:9]=[C:8]([O:10][CH3:11])[CH:7]=[CH:6][C:4]=1[NH2:5].[F:12][C:13]([F:23])([F:22])[C:14](=O)[CH2:15][C:16](OCC)=[O:17].O.C1(C)C=CC(S(O)(=O)=O)=CC=1, predict the reaction product. The product is: [F:12][C:13]([F:23])([F:22])[C:14]1[CH:15]=[C:16]([OH:17])[C:6]2[C:4](=[C:3]([O:2][CH3:1])[CH:9]=[C:8]([O:10][CH3:11])[CH:7]=2)[N:5]=1. (8) Given the reactants Br[C:2]1[C:6]2[N:7]=[C:8]([Cl:17])[N:9]=[C:10]([N:11]3[CH2:16][CH2:15][O:14][CH2:13][CH2:12]3)[C:5]=2[S:4][CH:3]=1.O1CCO[CH2:20][CH2:19]1, predict the reaction product. The product is: [Cl:17][C:8]1[N:9]=[C:10]([N:11]2[CH2:16][CH2:15][O:14][CH2:13][CH2:12]2)[C:5]2[S:4][CH:3]=[C:2]([CH:19]=[CH2:20])[C:6]=2[N:7]=1. (9) Given the reactants [Br:1][C:2]1[CH:3]=[CH:4][C:5]2[C:6]3[N:15]([CH2:16][CH:17]([CH3:19])[CH3:18])[C:14]([CH2:20]Cl)=[N:13][C:7]=3[C:8]([NH2:12])=[N:9][C:10]=2[CH:11]=1.[OH:22][N:23]1[C:27](=[O:28])[C:26]2=[CH:29][CH:30]=[CH:31][CH:32]=[C:25]2[C:24]1=[O:33].C(N(CC)CC)C.C(OCC)C, predict the reaction product. The product is: [NH2:12][C:8]1[C:7]2[N:13]=[C:14]([CH2:20][O:22][N:23]3[C:27](=[O:28])[C:26]4[C:25](=[CH:32][CH:31]=[CH:30][CH:29]=4)[C:24]3=[O:33])[N:15]([CH2:16][CH:17]([CH3:19])[CH3:18])[C:6]=2[C:5]2[CH:4]=[CH:3][C:2]([Br:1])=[CH:11][C:10]=2[N:9]=1. (10) Given the reactants [C:1]([C:3]1[CH:8]=[CH:7][CH:6]=[CH:5][C:4]=1[CH2:9][C:10]([O:12][CH3:13])=[O:11])#[CH:2].C(N(CC)CC)C.Cl[C:22]1[C:27]([C:28]([F:31])([F:30])[F:29])=[CH:26][N:25]=[C:24]([NH:32][C:33]2[CH:38]=[CH:37][C:36]([N:39]3[CH2:44][CH2:43][N:42]([C:45]([O:47][C:48]([CH3:51])([CH3:50])[CH3:49])=[O:46])[CH2:41][CH2:40]3)=[CH:35][CH:34]=2)[N:23]=1.C1(P(C2C=CC=CC=2)C2C=CC=CC=2)C=CC=CC=1, predict the reaction product. The product is: [CH3:13][O:12][C:10](=[O:11])[CH2:9][C:4]1[CH:5]=[CH:6][CH:7]=[CH:8][C:3]=1[C:1]#[C:2][C:26]1[C:27]([C:28]([F:30])([F:29])[F:31])=[CH:22][N:23]=[C:24]([NH:32][C:33]2[CH:34]=[CH:35][C:36]([N:39]3[CH2:40][CH2:41][N:42]([C:45]([O:47][C:48]([CH3:51])([CH3:50])[CH3:49])=[O:46])[CH2:43][CH2:44]3)=[CH:37][CH:38]=2)[N:25]=1.